This data is from Catalyst prediction with 721,799 reactions and 888 catalyst types from USPTO. The task is: Predict which catalyst facilitates the given reaction. (1) Reactant: CN(C=O)C.[CH:6]1([C:9]([NH:11][C:12]2[N:29]=[C:15]3[CH:16]=[CH:17][CH:18]=[C:19]([C:20]4[CH:28]=[CH:27][C:23]([C:24](O)=[O:25])=[CH:22][CH:21]=4)[N:14]3[N:13]=2)=[O:10])[CH2:8][CH2:7]1.C(Cl)(=O)C([Cl:33])=O. Product: [CH:6]1([C:9]([NH:11][C:12]2[N:29]=[C:15]3[CH:16]=[CH:17][CH:18]=[C:19]([C:20]4[CH:28]=[CH:27][C:23]([C:24]([Cl:33])=[O:25])=[CH:22][CH:21]=4)[N:14]3[N:13]=2)=[O:10])[CH2:8][CH2:7]1. The catalyst class is: 2. (2) Reactant: Cl[C:2]1[N:27]=[C:26]([CH3:28])[CH:25]=[CH:24][C:3]=1[C:4]([NH:6][C:7]1[CH:8]=[C:9]2[C:13](=[CH:14][CH:15]=1)[N:12]([CH2:16][CH2:17][C:18]1[CH:23]=[CH:22][CH:21]=[CH:20][N:19]=1)[CH2:11][CH2:10]2)=[O:5].[CH3:29][CH:30]1[CH2:35][CH2:34][NH:33][CH2:32][CH2:31]1.C(OCC)(=O)C.O. Product: [CH3:28][C:26]1[CH:25]=[CH:24][C:3]([C:4]([NH:6][C:7]2[CH:8]=[C:9]3[C:13](=[CH:14][CH:15]=2)[N:12]([CH2:16][CH2:17][C:18]2[CH:23]=[CH:22][CH:21]=[CH:20][N:19]=2)[CH2:11][CH2:10]3)=[O:5])=[C:2]([N:33]2[CH2:34][CH2:35][CH:30]([CH3:29])[CH2:31][CH2:32]2)[N:27]=1. The catalyst class is: 7. (3) Reactant: C([O:5][C:6](=[O:35])[CH:7]([CH2:11][NH:12][C:13]([C:15]1[N:16]=[C:17]([C:33]#[N:34])[C:18]2[C:23]([C:24]=1[OH:25])=[CH:22][CH:21]=[C:20]([O:26][C:27]1[CH:32]=[CH:31][CH:30]=[CH:29][CH:28]=1)[CH:19]=2)=[O:14])[CH2:8][CH2:9][CH3:10])(C)(C)C.C(O)(C(F)(F)F)=O. Product: [C:33]([C:17]1[C:18]2[C:23](=[CH:22][CH:21]=[C:20]([O:26][C:27]3[CH:28]=[CH:29][CH:30]=[CH:31][CH:32]=3)[CH:19]=2)[C:24]([OH:25])=[C:15]([C:13]([NH:12][CH2:11][CH:7]([CH2:8][CH2:9][CH3:10])[C:6]([OH:35])=[O:5])=[O:14])[N:16]=1)#[N:34]. The catalyst class is: 2. (4) Reactant: C(OC([N:8]1[CH2:13][CH2:12][CH:11]([NH:14][C:15]([C:17]2[CH:18]=[N:19][C:20]([C:24]#[N:25])=[C:21]([CH3:23])[CH:22]=2)=[O:16])[CH2:10][CH2:9]1)=O)(C)(C)C.Cl. Product: [C:24]([C:20]1[C:21]([CH3:23])=[CH:22][C:17]([C:15]([NH:14][CH:11]2[CH2:12][CH2:13][NH:8][CH2:9][CH2:10]2)=[O:16])=[CH:18][N:19]=1)#[N:25]. The catalyst class is: 12.